From a dataset of Forward reaction prediction with 1.9M reactions from USPTO patents (1976-2016). Predict the product of the given reaction. (1) Given the reactants [O:1]1[CH2:6][CH2:5][CH:4]([C:7]2[N:8]=[C:9]([CH:12]3[CH2:17][CH2:16][N:15]([C:18]([O:20][C:21]([CH3:24])([CH3:23])[CH3:22])=[O:19])[CH2:14][CH2:13]3)[NH:10][CH:11]=2)[CH2:3][CH2:2]1.[OH-].[K+].[I-].[Na+].[Cl-].Cl[CH2:31][CH2:32][NH+:33]1[CH2:37][CH2:36][CH2:35][CH2:34]1, predict the reaction product. The product is: [O:1]1[CH2:6][CH2:5][CH:4]([C:7]2[N:8]=[C:9]([CH:12]3[CH2:13][CH2:14][N:15]([C:18]([O:20][C:21]([CH3:24])([CH3:23])[CH3:22])=[O:19])[CH2:16][CH2:17]3)[N:10]([CH2:31][CH2:32][N:33]3[CH2:37][CH2:36][CH2:35][CH2:34]3)[CH:11]=2)[CH2:3][CH2:2]1. (2) Given the reactants [F:1][C:2]1[CH:7]=[CH:6][C:5]([S:8]([N:11]2[C@H:16]([C:17]([O:19]C)=[O:18])[C@@H:15]3[C@@H:13]([C:14]3([CH3:22])[CH3:21])[CH2:12]2)(=[O:10])=[O:9])=[CH:4][CH:3]=1.O.[OH-].[Li+], predict the reaction product. The product is: [F:1][C:2]1[CH:3]=[CH:4][C:5]([S:8]([N:11]2[CH2:12][C@H:13]3[C@H:15]([C:14]3([CH3:22])[CH3:21])[C@H:16]2[C:17]([OH:19])=[O:18])(=[O:10])=[O:9])=[CH:6][CH:7]=1. (3) Given the reactants [C:1](Cl)([C:3](Cl)=O)=O.[OH:7][CH2:8][C:9]1[CH:10]=[C:11]2[C:16](=[CH:17][CH:18]=1)[NH:15][C:14](=[O:19])[C:13]([C:20]1[S:21][CH:22]=[CH:23][CH:24]=1)=[N:12]2, predict the reaction product. The product is: [N:12]1([CH2:8][C:9]2[CH:10]=[C:11]3[C:16](=[CH:17][CH:18]=2)[NH:15][C:14](=[O:19])[C:13]([C:20]2[S:21][CH:22]=[CH:23][CH:24]=2)=[N:12]3)[CH2:3][CH2:1][CH2:9][CH2:10][CH2:11]1.[O:19]=[C:14]1[C:13]([C:20]2[S:21][CH:22]=[CH:23][CH:24]=2)=[N:12][C:11]2[C:16](=[CH:17][CH:18]=[C:9]([CH:8]=[O:7])[CH:10]=2)[NH:15]1. (4) The product is: [CH3:32][O:31][C:28]1[CH:29]=[CH:30][C:25]([C:7]2[C:8]3[C:20](=[O:21])[NH:17][C:12]4[CH:13]=[CH:14][CH:15]=[CH:16][C:11]=4[C:9]=3[C:10]3[C:2]([NH:1][C:33](=[O:35])[CH3:34])=[N:3][NH:4][C:5]=3[N:6]=2)=[CH:26][CH:27]=1. Given the reactants [NH2:1][C:2]1[C:10]2[C:5](=[N:6][C:7]([C:25]3[CH:30]=[CH:29][C:28]([O:31][CH3:32])=[CH:27][CH:26]=3)=[C:8]([C:20](OCC)=[O:21])[C:9]=2[C:11]2[CH:16]=[CH:15][CH:14]=[CH:13][C:12]=2[N+:17]([O-])=O)[NH:4][N:3]=1.[C:33](O)(=[O:35])[CH3:34], predict the reaction product.